This data is from Catalyst prediction with 721,799 reactions and 888 catalyst types from USPTO. The task is: Predict which catalyst facilitates the given reaction. Reactant: [Se].S(Cl)(Cl)(=O)=O.[Se:7](Cl)Cl.Br[C:11]1[C:12]([C:27]2[C:36](Br)=[CH:35][C:34]3[C:29](=[CH:30][CH:31]=[C:32]([CH2:38][CH2:39][CH2:40][CH2:41][CH2:42][CH3:43])[CH:33]=3)[CH:28]=2)=[CH:13][C:14]2[C:19]([CH:20]=1)=[CH:18][C:17]([CH2:21][CH2:22][CH2:23][CH2:24][CH2:25][CH3:26])=[CH:16][CH:15]=2.C([Li])(C)(C)C. Product: [CH2:38]([C:32]1[CH:31]=[C:30]2[C:35]([CH:36]=[C:27]3[C:12]4[CH:13]=[C:14]5[C:19](=[CH:20][C:11]=4[Se:7][C:28]3=[CH:29]2)[CH:18]=[C:17]([CH2:21][CH2:22][CH2:23][CH2:24][CH2:25][CH3:26])[CH:16]=[CH:15]5)=[CH:34][CH:33]=1)[CH2:39][CH2:40][CH2:41][CH2:42][CH3:43]. The catalyst class is: 132.